Predict the reaction yield, written as a fraction of the theoretical maximum amount of product (1.0 means a 100% yield; for example, 0.34 means a 34% yield). From a dataset of Reaction yield outcomes from USPTO patents with 853,638 reactions. (1) The reactants are [N:1]1[C:10]2[C:9](=[N:11]O)[CH2:8][CH2:7][CH2:6][C:5]=2[CH:4]=[CH:3][CH:2]=1. The catalyst is CO.[Pd]. The product is [N:1]1[C:10]2[CH:9]([NH2:11])[CH2:8][CH2:7][CH2:6][C:5]=2[CH:4]=[CH:3][CH:2]=1. The yield is 0.920. (2) The reactants are [CH:1]([O:5][C:6]1[CH:11]=[CH:10][C:9]([C:12]2[C:17](=[O:18])[N:16]([CH2:19][C:20]3[CH:25]=[CH:24][C:23]([C:26]4[C:27]([C:32]#[N:33])=[CH:28][CH:29]=[CH:30][CH:31]=4)=[CH:22][CH:21]=3)[C:15]([CH2:34][CH2:35][CH3:36])=[N:14][C:13]=2[CH3:37])=[CH:8][CH:7]=1)([CH2:3][CH3:4])[CH3:2].Cl.[NH2:39]O.[C:41](=[O:44])([O-])[OH:42].[Na+]. The catalyst is CS(C)=O.C(OCC)(=O)C. The product is [CH:1]([O:5][C:6]1[CH:7]=[CH:8][C:9]([C:12]2[C:17](=[O:18])[N:16]([CH2:19][C:20]3[CH:25]=[CH:24][C:23]([C:26]4[CH:31]=[CH:30][CH:29]=[CH:28][C:27]=4[C:32]4[NH:39][C:41](=[O:44])[O:42][N:33]=4)=[CH:22][CH:21]=3)[C:15]([CH2:34][CH2:35][CH3:36])=[N:14][C:13]=2[CH3:37])=[CH:10][CH:11]=1)([CH2:3][CH3:4])[CH3:2]. The yield is 0.810.